This data is from Full USPTO retrosynthesis dataset with 1.9M reactions from patents (1976-2016). The task is: Predict the reactants needed to synthesize the given product. (1) Given the product [CH3:1][O:2][C:3](=[O:25])[CH2:4][C@H:5]1[C:9]2[CH:10]=[CH:11][C:12]([O:14][C@H:15]3[C:23]4[C:18](=[C:19]([C:28]5[C:27]([F:26])=[CH:32][N:31]=[C:30]([O:33][CH3:34])[CH:29]=5)[CH:20]=[CH:21][CH:22]=4)[CH2:17][CH2:16]3)=[CH:13][C:8]=2[O:7][CH2:6]1, predict the reactants needed to synthesize it. The reactants are: [CH3:1][O:2][C:3](=[O:25])[CH2:4][C@H:5]1[C:9]2[CH:10]=[CH:11][C:12]([O:14][C@H:15]3[C:23]4[C:18](=[C:19](Br)[CH:20]=[CH:21][CH:22]=4)[CH2:17][CH2:16]3)=[CH:13][C:8]=2[O:7][CH2:6]1.[F:26][C:27]1[C:28](B2OC(C)(C)C(C)(C)O2)=[CH:29][C:30]([O:33][CH3:34])=[N:31][CH:32]=1. (2) The reactants are: [CH3:1][CH:2]([N:19]1[CH2:24][C@@H:23]2[CH2:25][C@H:20]1[CH2:21][N:22]2[CH2:26][C:27]1[CH:36]=[CH:35][C:30]([C:31]([O:33]C)=[O:32])=[CH:29][CH:28]=1)[C:3](=[O:18])[NH:4][C:5]1[CH:10]=[CH:9][C:8]([O:11][C:12]2[CH:17]=[CH:16][CH:15]=[CH:14][CH:13]=2)=[CH:7][CH:6]=1.CO. Given the product [CH3:1][CH:2]([N:19]1[CH2:24][C@@H:23]2[CH2:25][C@H:20]1[CH2:21][N:22]2[CH2:26][C:27]1[CH:28]=[CH:29][C:30]([C:31]([OH:33])=[O:32])=[CH:35][CH:36]=1)[C:3](=[O:18])[NH:4][C:5]1[CH:6]=[CH:7][C:8]([O:11][C:12]2[CH:13]=[CH:14][CH:15]=[CH:16][CH:17]=2)=[CH:9][CH:10]=1, predict the reactants needed to synthesize it.